This data is from Catalyst prediction with 721,799 reactions and 888 catalyst types from USPTO. The task is: Predict which catalyst facilitates the given reaction. (1) Reactant: [F:1][C:2]1[CH:7]=[CH:6][C:5]([CH:8]([NH:16][C:17]([C:19]2[C:20]([OH:34])=[N:21][C:22]([C:25]([NH:27][CH2:28][C:29]([O:31]CC)=[O:30])=[O:26])=[N:23][CH:24]=2)=[O:18])[C:9]2[CH:14]=[CH:13][C:12]([F:15])=[CH:11][CH:10]=2)=[CH:4][CH:3]=1. Product: [F:1][C:2]1[CH:7]=[CH:6][C:5]([CH:8]([NH:16][C:17]([C:19]2[C:20]([OH:34])=[N:21][C:22]([C:25]([NH:27][CH2:28][C:29]([OH:31])=[O:30])=[O:26])=[N:23][CH:24]=2)=[O:18])[C:9]2[CH:10]=[CH:11][C:12]([F:15])=[CH:13][CH:14]=2)=[CH:4][CH:3]=1. The catalyst class is: 500. (2) Reactant: [CH3:1][S:2]([NH2:5])(=[O:4])=[O:3].C(=O)([O-])[O-].[Cs+].[Cs+].Cl[C:13]1[CH:18]=[C:17]([S:19][CH3:20])[N:16]=[C:15]([S:21][CH2:22][C:23]2[CH:28]=[CH:27][CH:26]=[C:25]([F:29])[C:24]=2[F:30])[N:14]=1.[Cl-].[NH4+]. Product: [F:30][C:24]1[C:25]([F:29])=[CH:26][CH:27]=[CH:28][C:23]=1[CH2:22][S:21][C:15]1[N:14]=[C:13]([NH:5][S:2]([CH3:1])(=[O:4])=[O:3])[CH:18]=[C:17]([S:19][CH3:20])[N:16]=1. The catalyst class is: 62.